From a dataset of Forward reaction prediction with 1.9M reactions from USPTO patents (1976-2016). Predict the product of the given reaction. (1) Given the reactants [CH2:1]([C:5]1[CH:10]=[CH:9][C:8]([N:11]=[C:12]=[O:13])=[CH:7][CH:6]=1)[CH2:2][CH2:3][CH3:4].[CH3:14][NH:15][C:16]1[CH:17]=[C:18]([C:22]2[CH:27]=[CH:26][C:25]([CH2:28][CH2:29][C:30]([O:32][CH2:33][CH3:34])=[O:31])=[CH:24][CH:23]=2)[CH:19]=[CH:20][CH:21]=1, predict the reaction product. The product is: [CH2:1]([C:5]1[CH:10]=[CH:9][C:8]([NH:11][C:12](=[O:13])[N:15]([C:16]2[CH:17]=[C:18]([C:22]3[CH:27]=[CH:26][C:25]([CH2:28][CH2:29][C:30]([O:32][CH2:33][CH3:34])=[O:31])=[CH:24][CH:23]=3)[CH:19]=[CH:20][CH:21]=2)[CH3:14])=[CH:7][CH:6]=1)[CH2:2][CH2:3][CH3:4]. (2) Given the reactants [N:1]1([CH2:7][CH2:8][CH2:9][N:10]2[C:16](=[O:17])[CH2:15][CH2:14][NH:13][CH2:12][CH2:11]2)[CH2:6][CH2:5][CH2:4][CH2:3][CH2:2]1.I[C:19]1[CH:24]=[CH:23][CH:22]=[C:21]([O:25][C:26]([F:29])([F:28])[F:27])[CH:20]=1, predict the reaction product. The product is: [N:1]1([CH2:7][CH2:8][CH2:9][N:10]2[C:16](=[O:17])[CH2:15][CH2:14][N:13]([C:23]3[CH:24]=[CH:19][CH:20]=[C:21]([O:25][C:26]([F:27])([F:28])[F:29])[CH:22]=3)[CH2:12][CH2:11]2)[CH2:2][CH2:3][CH2:4][CH2:5][CH2:6]1. (3) Given the reactants [CH3:1][C:2]1([CH2:9][C:10]([CH3:12])=[CH2:11])[CH2:6][O:5][S:4](=[O:8])(=[O:7])[NH:3]1.CC(C)([O-])C.[K+].[C:19](Cl)(=[O:28])[O:20][CH2:21][C:22]1[CH:27]=[CH:26][CH:25]=[CH:24][CH:23]=1, predict the reaction product. The product is: [CH3:1][C:2]1([CH2:9][C:10]([CH3:12])=[CH2:11])[CH2:6][O:5][S:4](=[O:8])(=[O:7])[N:3]1[C:19]([O:20][CH2:21][C:22]1[CH:27]=[CH:26][CH:25]=[CH:24][CH:23]=1)=[O:28].